From a dataset of Forward reaction prediction with 1.9M reactions from USPTO patents (1976-2016). Predict the product of the given reaction. (1) The product is: [F:42][C:43]([F:54])([F:53])[C:44]([NH:1][C@@H:4]1[C@H:8]([O:9][CH2:10][C:11]2[CH:16]=[CH:15][CH:14]=[CH:13][CH:12]=2)[C:7]([CH2:23][O:24][S:25]([CH3:28])(=[O:27])=[O:26])([CH2:17][O:18][S:19]([CH3:22])(=[O:21])=[O:20])[O:6][C@H:5]1[N:29]1[CH:37]=[C:35]([CH3:36])[C:33](=[O:34])[NH:32][C:30]1=[O:31])=[O:45]. Given the reactants [N:1]([C@@H:4]1[C@H:8]([O:9][CH2:10][C:11]2[CH:16]=[CH:15][CH:14]=[CH:13][CH:12]=2)[C:7]([CH2:23][O:24][S:25]([CH3:28])(=[O:27])=[O:26])([CH2:17][O:18][S:19]([CH3:22])(=[O:21])=[O:20])[O:6][C@H:5]1[N:29]1[CH:37]=[C:35]([CH3:36])[C:33](=[O:34])[NH:32][C:30]1=[O:31])=[N+]=[N-].P(C)(C)C.[F:42][C:43]([F:54])([F:53])[C:44](O[C:44](=[O:45])[C:43]([F:54])([F:53])[F:42])=[O:45], predict the reaction product. (2) Given the reactants N1C=CC=CC=1.[C:7]([CH2:10][C:11]1[CH:19]=[C:18]([O:20][CH3:21])[CH:17]=[CH:16][C:12]=1[C:13]([OH:15])=[O:14])([OH:9])=O.[CH3:22][CH2:23][O:24]CC, predict the reaction product. The product is: [C:23]([CH:10]1[C:11]2[C:12](=[CH:16][CH:17]=[C:18]([O:20][CH3:21])[CH:19]=2)[C:13](=[O:14])[O:15][C:7]1=[O:9])(=[O:24])[CH3:22]. (3) Given the reactants [C:1]([C:3]1[CH:8]=[CH:7][C:6]([N:9]2[C@H:13]3[CH2:14][CH2:15][CH2:16][CH2:17][C@@H:12]3[N:11]([C:18]3[CH:26]=[CH:25][C:21]([C:22]([OH:24])=O)=[C:20]([CH3:27])[CH:19]=3)[C:10]2=[O:28])=[CH:5][C:4]=1[C:29]([F:32])([F:31])[F:30])#[N:2].[Cl-].[NH4+:34], predict the reaction product. The product is: [C:1]([C:3]1[CH:8]=[CH:7][C:6]([N:9]2[C@H:13]3[CH2:14][CH2:15][CH2:16][CH2:17][C@@H:12]3[N:11]([C:18]3[CH:26]=[CH:25][C:21]([C:22]([NH2:34])=[O:24])=[C:20]([CH3:27])[CH:19]=3)[C:10]2=[O:28])=[CH:5][C:4]=1[C:29]([F:32])([F:30])[F:31])#[N:2]. (4) Given the reactants [Br:1][C:2]1[CH:7]=[CH:6][C:5]([N:8]2[C:12](C(O)=O)=[C:11]([CH3:16])[N:10]=[N:9]2)=[CH:4][CH:3]=1.[CH:17]1([CH:20]([OH:22])[CH3:21])[CH2:19][CH2:18]1.C([N:25]([CH2:28]C)CC)C.C1(P(N=[N+]=[N-])(C2C=CC=CC=2)=[O:37])C=CC=CC=1, predict the reaction product. The product is: [CH:17]1([CH:20]([O:22][C:28](=[O:37])[NH:25][C:12]2[N:8]([C:5]3[CH:4]=[CH:3][C:2]([Br:1])=[CH:7][CH:6]=3)[N:9]=[N:10][C:11]=2[CH3:16])[CH3:21])[CH2:19][CH2:18]1. (5) Given the reactants Br[C:2]1[CH:3]=[C:4]([S:8]([NH:11][C:12]2[C:17]([OH:18])=[CH:16][C:15]([Cl:19])=[CH:14][N:13]=2)(=[O:10])=[O:9])[CH:5]=[N:6][CH:7]=1.[F:20][C:21]([F:33])([F:32])C1N=CC(S(Cl)(=O)=O)=CC=1.BrC1C=C(S(NC2C(OC)=CC(Cl)=CN=2)(=O)=O)C=NC=1, predict the reaction product. The product is: [Cl:19][C:15]1[CH:16]=[C:17]([OH:18])[C:12]([NH:11][S:8]([C:4]2[CH:5]=[N:6][C:7]([C:21]([F:33])([F:32])[F:20])=[CH:2][CH:3]=2)(=[O:10])=[O:9])=[N:13][CH:14]=1.